The task is: Predict the reaction yield, written as a fraction of the theoretical maximum amount of product (1.0 means a 100% yield; for example, 0.34 means a 34% yield).. This data is from Reaction yield outcomes from USPTO patents with 853,638 reactions. (1) The reactants are [N+]([O-])(O)=O.OS(O)(=O)=O.[CH3:10][C:11]1C=C(C=CC=1)C(O)=O.CC1C([N+]([O-])=O)=C(C([N+]([O-])=O)=CC=1)C(O)=O.[CH3:36][C:37]1[C:38]([N+:49]([O-:51])=[O:50])=[CH:39][C:40]([N+:46]([O-:48])=[O:47])=[C:41]([CH:45]=1)[C:42]([OH:44])=[O:43].O=S(Cl)Cl. The catalyst is CCO. The product is [CH2:10]([O:43][C:42](=[O:44])[C:41]1[CH:45]=[C:37]([CH3:36])[C:38]([N+:49]([O-:51])=[O:50])=[CH:39][C:40]=1[N+:46]([O-:48])=[O:47])[CH3:11]. The yield is 0.200. (2) The yield is 0.690. The catalyst is C1COCC1. The reactants are [Br:1][C:2]1[CH:3]=[C:4]([CH:8]=[C:9]([C:11]([F:14])([F:13])[F:12])[CH:10]=1)[C:5](O)=[O:6].C([O-])(O)=O.[Na+]. The product is [Br:1][C:2]1[CH:3]=[C:4]([CH2:5][OH:6])[CH:8]=[C:9]([C:11]([F:13])([F:14])[F:12])[CH:10]=1. (3) The reactants are C(O[C:6](=O)[N:7]([CH2:9][CH2:10][C:11]1[CH:16]=[CH:15][C:14]([O:17][CH3:18])=[CH:13][C:12]=1[N+:19]([O-])=O)C)(C)(C)C.[ClH:23]. The catalyst is O1CCOCC1. The product is [ClH:23].[CH3:18][O:17][C:14]1[CH:15]=[CH:16][C:11]([CH2:10][CH2:9][NH:7][CH3:6])=[C:12]([NH2:19])[CH:13]=1. The yield is 0.840. (4) The reactants are [CH2:1]([CH:3]([CH2:20][CH3:21])[CH:4]([NH2:19])[C:5]1[N:9]([CH2:10][C:11]2[CH:16]=[CH:15][C:14]([O:17][CH3:18])=[CH:13][CH:12]=2)[N:8]=[CH:7][CH:6]=1)[CH3:2].[Br:22][C:23]1[CH:28]=[CH:27][C:26]([S:29](Cl)(=[O:31])=[O:30])=[CH:25][CH:24]=1.S(Cl)(Cl)(=O)=O. No catalyst specified. The product is [Br:22][C:23]1[CH:28]=[CH:27][C:26]([S:29]([NH:19][CH:4]([C:5]2[N:9]([CH2:10][C:11]3[CH:12]=[CH:13][C:14]([O:17][CH3:18])=[CH:15][CH:16]=3)[N:8]=[CH:7][CH:6]=2)[CH:3]([CH2:1][CH3:2])[CH2:20][CH3:21])(=[O:31])=[O:30])=[CH:25][CH:24]=1. The yield is 0.670. (5) The reactants are [C:1]([OH:10])(=O)[C:2]1[C:3](=[CH:5][CH:6]=[CH:7][CH:8]=1)[OH:4].[NH2:11][CH2:12][CH2:13][NH:14][C:15](=[O:21])[O:16][C:17]([CH3:20])([CH3:19])[CH3:18]. The catalyst is C1COCC1.C(Cl)Cl. The product is [C:17]([O:16][C:15](=[O:21])[NH:14][CH2:13][CH2:12][NH:11][C:1](=[O:10])[C:2]1[CH:8]=[CH:7][CH:6]=[CH:5][C:3]=1[OH:4])([CH3:20])([CH3:18])[CH3:19]. The yield is 0.710. (6) The reactants are [CH2:1]([O:3][C:4](=[O:34])[CH2:5][C:6]1[CH:33]=[C:9]2[CH2:10][N:11]([C:15]([O:17][CH2:18][C:19]3[CH:24]=[C:23]([C:25]([F:28])([F:27])[F:26])[CH:22]=[C:21]([C:29]([F:32])([F:31])[F:30])[CH:20]=3)=[O:16])[CH2:12][CH2:13][CH2:14][N:8]2[N:7]=1)[CH3:2].[CH:35]([N-]C(C)C)(C)C.[Li+].CI. The catalyst is C1COCC1. The product is [CH2:1]([O:3][C:4](=[O:34])[CH:5]([C:6]1[CH:33]=[C:9]2[CH2:10][N:11]([C:15]([O:17][CH2:18][C:19]3[CH:24]=[C:23]([C:25]([F:26])([F:27])[F:28])[CH:22]=[C:21]([C:29]([F:30])([F:31])[F:32])[CH:20]=3)=[O:16])[CH2:12][CH2:13][CH2:14][N:8]2[N:7]=1)[CH3:35])[CH3:2]. The yield is 0.650. (7) The reactants are [C:1]1([N:7]2[C:16]3[C:11](=[CH:12][CH:13]=[CH:14][CH:15]=3)[CH2:10][CH2:9][C:8]2=[O:17])[CH:6]=[CH:5][CH:4]=[CH:3][CH:2]=1.[Li+].[CH3:19][Si]([N-][Si](C)(C)C)(C)C.CI. The catalyst is C1COCC1. The product is [CH3:19][CH:9]1[CH2:10][C:11]2[C:16](=[CH:15][CH:14]=[CH:13][CH:12]=2)[N:7]([C:1]2[CH:2]=[CH:3][CH:4]=[CH:5][CH:6]=2)[C:8]1=[O:17]. The yield is 0.700.